From a dataset of Merck oncology drug combination screen with 23,052 pairs across 39 cell lines. Regression. Given two drug SMILES strings and cell line genomic features, predict the synergy score measuring deviation from expected non-interaction effect. Drug 1: COC1CC2CCC(C)C(O)(O2)C(=O)C(=O)N2CCCCC2C(=O)OC(C(C)CC2CCC(OP(C)(C)=O)C(OC)C2)CC(=O)C(C)C=C(C)C(O)C(OC)C(=O)C(C)CC(C)C=CC=CC=C1C. Drug 2: Cn1cc(-c2cnn3c(N)c(Br)c(C4CCCNC4)nc23)cn1. Cell line: UACC62. Synergy scores: synergy=33.0.